Dataset: Full USPTO retrosynthesis dataset with 1.9M reactions from patents (1976-2016). Task: Predict the reactants needed to synthesize the given product. (1) Given the product [Br:1][C:2]1[CH:7]=[CH:6][C:5]([NH:8][C:19]2[C:11]([NH:10][S:21]([CH:24]3[CH2:25][CH2:26]3)(=[O:22])=[O:23])=[CH:12][C:13]3[S:17][CH:16]=[N:15][C:14]=3[C:18]=2[F:20])=[C:4]([Cl:28])[CH:3]=1, predict the reactants needed to synthesize it. The reactants are: [Br:1][C:2]1[CH:7]=[CH:6][C:5]([N:8]2[C:19]3[C:11](=[CH:12][C:13]4[S:17][CH:16]=[N:15][C:14]=4[C:18]=3[F:20])[N:10]([S:21]([CH:24]3[CH2:26][CH2:25]3)(=[O:23])=[O:22])C2=O)=[C:4]([Cl:28])[CH:3]=1.C[Si](C)(C)[O-].[K+]. (2) Given the product [C:29]1([S:26]([N:25]2[C:5]3=[N:6][CH:7]=[CH:8][C:9]([C:10]4[CH:11]=[CH:12][C:13]([O:18][CH:19]5[CH2:24][CH2:23][O:22][CH2:21][CH2:20]5)=[C:14]([CH:17]=4)[C:15]#[N:16])=[C:4]3[CH:3]=[C:2]2[C:43]2[CH:44]=[CH:45][C:46]([N:49]3[CH2:50][CH2:51][NH:52][CH2:53][CH2:54]3)=[CH:47][CH:48]=2)(=[O:28])=[O:27])[CH:34]=[CH:33][CH:32]=[CH:31][CH:30]=1, predict the reactants needed to synthesize it. The reactants are: I[C:2]1[N:25]([S:26]([C:29]2[CH:34]=[CH:33][CH:32]=[CH:31][CH:30]=2)(=[O:28])=[O:27])[C:5]2=[N:6][CH:7]=[CH:8][C:9]([C:10]3[CH:11]=[CH:12][C:13]([O:18][CH:19]4[CH2:24][CH2:23][O:22][CH2:21][CH2:20]4)=[C:14]([CH:17]=3)[C:15]#[N:16])=[C:4]2[CH:3]=1.CC1(C)C(C)(C)OB([C:43]2[CH:48]=[CH:47][C:46]([N:49]3[CH2:54][CH2:53][NH:52][CH2:51][CH2:50]3)=[CH:45][CH:44]=2)O1.C([O-])(O)=O.[Na+]. (3) Given the product [CH3:10][N:12]([CH3:13])[CH2:16][CH2:15][NH:14][C:7](=[O:9])[CH2:6][C:3]1[CH:4]=[CH:5][S:1][CH:2]=1, predict the reactants needed to synthesize it. The reactants are: [S:1]1[CH:5]=[CH:4][C:3]([CH2:6][C:7]([OH:9])=O)=[CH:2]1.[C:10](N1C=CN=C1)([N:12]1[CH:16]=[CH:15][N:14]=[CH:13]1)=O.CNCCNC. (4) The reactants are: N[C@H](C=O)CCSC.[OH:9][C:10]1[CH:15]=[CH:14][C:13]([CH:16]=[CH:17][C:18]([C:20]2[CH:25]=[CH:24][CH:23]=[CH:22][CH:21]=2)=[O:19])=[CH:12][CH:11]=1.OC1C=CC(C=O)=CC=1.C(C1C=CC=CC=1)(=O)C.[OH-].[K+].C(NCC)C.[N+:51]([CH3:54])([O-:53])=[O:52]. Given the product [OH:9][C:10]1[CH:11]=[CH:12][C:13]([CH:16]([CH2:54][N+:51]([O-:53])=[O:52])[CH2:17][C:18]([C:20]2[CH:21]=[CH:22][CH:23]=[CH:24][CH:25]=2)=[O:19])=[CH:14][CH:15]=1, predict the reactants needed to synthesize it. (5) The reactants are: [Cl:1][C:2]1[CH:7]=[C:6](Cl)[N:5]=[C:4]([NH:9][C@H:10]([C:12]2[CH:17]=[CH:16][C:15]([F:18])=[CH:14][CH:13]=2)[CH3:11])[CH:3]=1.[NH2:19][C:20]1[CH:25]=[N:24][CH:23]=[CH:22][N:21]=1.P([O-])([O-])([O-])=O.[K+].[K+].[K+]. Given the product [Cl:1][C:2]1[CH:7]=[C:6]([NH:19][C:20]2[CH:25]=[N:24][CH:23]=[CH:22][N:21]=2)[N:5]=[C:4]([NH:9][C@H:10]([C:12]2[CH:17]=[CH:16][C:15]([F:18])=[CH:14][CH:13]=2)[CH3:11])[CH:3]=1, predict the reactants needed to synthesize it.